This data is from Reaction yield outcomes from USPTO patents with 853,638 reactions. The task is: Predict the reaction yield, written as a fraction of the theoretical maximum amount of product (1.0 means a 100% yield; for example, 0.34 means a 34% yield). (1) The reactants are [CH3:1][C:2]1[CH:7]=[CH:6][N:5]=[C:4]([NH2:8])[C:3]=1[NH2:9].[CH3:10]CCCCC.[C:16]([O:19][CH2:20][CH3:21])(=O)[CH3:17]. The catalyst is [N+](C1C=CC=CC=1)([O-])=O. The product is [O:19]1[CH:20]=[CH:21][C:17]([C:10]2[NH:8][C:4]3=[N:5][CH:6]=[CH:7][C:2]([CH3:1])=[C:3]3[N:9]=2)=[CH:16]1. The yield is 0.300. (2) The reactants are [N:1]#[C:2]Br.[Br:4][C:5]1[CH:10]=[CH:9][C:8]([NH:11][C:12]2[C:13]([C:21]([NH:23][NH2:24])=[O:22])=[CH:14][N:15]([CH3:20])[C:16](=[O:19])[C:17]=2[F:18])=[C:7]([F:25])[CH:6]=1.C([O-])(O)=O.[Na+]. The catalyst is O1CCOCC1.O. The product is [NH2:1][C:2]1[O:22][C:21]([C:13]2[C:12]([NH:11][C:8]3[CH:9]=[CH:10][C:5]([Br:4])=[CH:6][C:7]=3[F:25])=[C:17]([F:18])[C:16](=[O:19])[N:15]([CH3:20])[CH:14]=2)=[N:23][N:24]=1. The yield is 0.890.